From a dataset of Forward reaction prediction with 1.9M reactions from USPTO patents (1976-2016). Predict the product of the given reaction. (1) Given the reactants [H-].[Na+].[Br:3][C:4]1[CH:9]=[CH:8][CH:7]=[C:6]([CH3:10])[C:5]=1[OH:11].[CH2:12](Br)[CH:13]=[CH2:14].O, predict the reaction product. The product is: [CH2:14]([O:11][C:5]1[C:6]([CH3:10])=[CH:7][CH:8]=[CH:9][C:4]=1[Br:3])[CH:13]=[CH2:12]. (2) Given the reactants [F:1][C:2]1[CH:30]=[CH:29][C:5]2=[C:6]3[N:17]=[C:16]([S:18][C:19]4[C:24]([F:25])=[C:23](F)[N:22]=[C:21]([F:27])[C:20]=4[F:28])[NH:15][C:7]3=[C:8]3[C:13]([C:12](=[O:14])[NH:11][CH:10]=[CH:9]3)=[C:4]2[CH:3]=1.[OH-].[NH3:32], predict the reaction product. The product is: [NH2:32][C:23]1[C:24]([F:25])=[C:19]([S:18][C:16]2[NH:15][C:7]3=[C:8]4[C:13](=[C:4]5[CH:3]=[C:2]([F:1])[CH:30]=[CH:29][C:5]5=[C:6]3[N:17]=2)[C:12](=[O:14])[NH:11][CH:10]=[CH:9]4)[C:20]([F:28])=[C:21]([F:27])[N:22]=1. (3) Given the reactants [O:1]=[C:2]1[C@@H:8]([NH:9]C(=O)OC(C)(C)C)[CH2:7][CH:6]=[CH:5][CH2:4][N:3]1[C:17]1[CH:22]=[CH:21][CH:20]=[CH:19][CH:18]=1.[C:23]([OH:29])([C:25]([F:28])([F:27])[F:26])=[O:24], predict the reaction product. The product is: [NH2:9][C@H:8]1[CH2:7][CH:6]=[CH:5][CH2:4][N:3]([C:17]2[CH:22]=[CH:21][CH:20]=[CH:19][CH:18]=2)[C:2]1=[O:1].[F:26][C:25]([F:28])([F:27])[C:23]([O-:29])=[O:24]. (4) Given the reactants [CH3:1][C:2]1[O:3][C:4]2[CH:10]=[CH:9][CH:8]=[C:7]([N+:11]([O-])=O)[C:5]=2[N:6]=1, predict the reaction product. The product is: [NH2:11][C:7]1[C:5]2[N:6]=[C:2]([CH3:1])[O:3][C:4]=2[CH:10]=[CH:9][CH:8]=1. (5) Given the reactants [N:1]1[CH:6]=[CH:5][CH:4]=[CH:3][C:2]=1[O:7][CH:8]1[CH2:13][CH2:12][C:11](=O)[CH2:10][CH2:9]1.[NH:15]1[CH2:18][CH:17]([NH:19][C:20]([CH2:22][NH:23][C:24](=[O:35])[C:25]2[CH:30]=[CH:29][CH:28]=[C:27]([C:31]([F:34])([F:33])[F:32])[CH:26]=2)=[O:21])[CH2:16]1, predict the reaction product. The product is: [N:1]1[CH:6]=[CH:5][CH:4]=[CH:3][C:2]=1[O:7][CH:8]1[CH2:13][CH2:12][CH:11]([N:15]2[CH2:18][CH:17]([NH:19][C:20]([CH2:22][NH:23][C:24](=[O:35])[C:25]3[CH:30]=[CH:29][CH:28]=[C:27]([C:31]([F:34])([F:32])[F:33])[CH:26]=3)=[O:21])[CH2:16]2)[CH2:10][CH2:9]1. (6) Given the reactants Cl.[Cl:2][C:3]1[CH:8]=[CH:7][C:6]([C@H:9]([NH:12][S@@](C(C)(C)C)=O)[CH2:10][CH3:11])=[C:5]([F:19])[C:4]=1[O:20][C:21]1[CH:26]=[CH:25][CH:24]=[CH:23][CH:22]=1, predict the reaction product. The product is: [ClH:2].[Cl:2][C:3]1[CH:8]=[CH:7][C:6]([C@H:9]([NH2:12])[CH2:10][CH3:11])=[C:5]([F:19])[C:4]=1[O:20][C:21]1[CH:22]=[CH:23][CH:24]=[CH:25][CH:26]=1. (7) Given the reactants [Cl:1][C:2]1[N:3]=[C:4](Cl)[C:5]2[CH2:10][N:9]([C:11]([O:13][C:14]([CH3:17])([CH3:16])[CH3:15])=[O:12])[CH2:8][C:6]=2[N:7]=1.[CH:19]1([NH:22][C:23]([NH:25][C:26]2[CH:31]=[CH:30][C:29](B3OC(C)(C)C(C)(C)O3)=[CH:28][CH:27]=2)=[O:24])[CH2:21][CH2:20]1.C([O-])([O-])=O.[Na+].[Na+].C(Cl)Cl, predict the reaction product. The product is: [Cl:1][C:2]1[N:3]=[C:4]([C:29]2[CH:30]=[CH:31][C:26]([NH:25][C:23]([NH:22][CH:19]3[CH2:20][CH2:21]3)=[O:24])=[CH:27][CH:28]=2)[C:5]2[CH2:10][N:9]([C:11]([O:13][C:14]([CH3:17])([CH3:16])[CH3:15])=[O:12])[CH2:8][C:6]=2[N:7]=1.